Dataset: Full USPTO retrosynthesis dataset with 1.9M reactions from patents (1976-2016). Task: Predict the reactants needed to synthesize the given product. (1) Given the product [NH2:29][C:30]1[C:38]([N+:39]([O-:41])=[O:40])=[CH:37][CH:36]=[CH:35][C:31]=1[C:32]([O:34][CH2:10][C:11]1[CH:16]=[CH:15][CH:14]=[CH:13][CH:12]=1)=[O:33], predict the reactants needed to synthesize it. The reactants are: C1(NC(=NC2CCCCC2)O[CH2:10][C:11]2[CH:16]=[CH:15][CH:14]=[CH:13][CH:12]=2)CCCCC1.CN(C=O)C.[NH2:29][C:30]1[C:38]([N+:39]([O-:41])=[O:40])=[CH:37][CH:36]=[CH:35][C:31]=1[C:32]([OH:34])=[O:33]. (2) Given the product [Cl:1][C:2]1[CH:3]=[CH:4][C:5]2[N:11]3[CH:12]=[CH:13][CH:14]=[C:10]3[C@@H:9]([CH2:15][CH2:16][N:17]3[NH:21][N:20]=[C:19]([C:22](=[N:28][O:29][CH3:30])[C:23]([OH:25])=[O:24])[NH:18]3)[O:8][C@H:7]([C:31]3[CH:36]=[CH:35][CH:34]=[C:33]([O:37][CH3:38])[C:32]=3[O:39][CH3:40])[C:6]=2[CH:41]=1, predict the reactants needed to synthesize it. The reactants are: [Cl:1][C:2]1[CH:3]=[CH:4][C:5]2[N:11]3[CH:12]=[CH:13][CH:14]=[C:10]3[C@@H:9]([CH2:15][CH2:16][N:17]3[NH:21][N:20]=[C:19]([C:22](=[N:28][O:29][CH3:30])[C:23]([O:25]CC)=[O:24])[NH:18]3)[O:8][C@H:7]([C:31]3[CH:36]=[CH:35][CH:34]=[C:33]([O:37][CH3:38])[C:32]=3[O:39][CH3:40])[C:6]=2[CH:41]=1.C(=O)([O-])[O-].[K+].[K+]. (3) Given the product [Br:18][C:7]1[CH:6]=[C:5]2[C:10]([C:11]([NH:12][CH2:13][C:14]([OH:16])([CH3:15])[CH3:17])=[C:2]([NH:1][C:23](=[O:24])[CH2:22][O:21][CH2:19][CH3:20])[CH:3]=[N:4]2)=[CH:9][CH:8]=1, predict the reactants needed to synthesize it. The reactants are: [NH2:1][C:2]1[CH:3]=[N:4][C:5]2[C:10]([C:11]=1[NH:12][CH2:13][C:14]([CH3:17])([OH:16])[CH3:15])=[CH:9][CH:8]=[C:7]([Br:18])[CH:6]=2.[CH2:19]([O:21][CH2:22][C:23](Cl)=[O:24])[CH3:20]. (4) Given the product [Cl:1][C:2]1[CH:3]=[CH:4][C:5]([CH2:8][O:9][C:10]2[CH:15]=[CH:14][N:13]([C:16]3[CH:17]=[N:18][C:19]([N:28]4[CH2:29][CH2:30][C@H:26]([N:25]([CH3:31])[CH3:24])[CH2:27]4)=[CH:20][CH:21]=3)[C:12](=[O:23])[CH:11]=2)=[N:6][CH:7]=1, predict the reactants needed to synthesize it. The reactants are: [Cl:1][C:2]1[CH:3]=[CH:4][C:5]([CH2:8][O:9][C:10]2[CH:15]=[CH:14][N:13]([C:16]3[CH:17]=[N:18][C:19](F)=[CH:20][CH:21]=3)[C:12](=[O:23])[CH:11]=2)=[N:6][CH:7]=1.[CH3:24][N:25]([CH3:31])[C@H:26]1[CH2:30][CH2:29][NH:28][CH2:27]1.C([O-])([O-])=O.[K+].[K+]. (5) Given the product [Cl-:1].[S:20]1[C:13]2[C:8](=[N:7][N:6]3[CH2:5][CH2:4][O:3][CH:2]([CH2:15][NH+:16]([CH3:18])[CH3:17])[C:14]3=2)[CH:9]=[CH:10]1, predict the reactants needed to synthesize it. The reactants are: [Cl-:1].[C@H:2]1([CH2:15][NH+:16]([CH3:18])[CH3:17])[C:14]2[N:6]([N:7]=[C:8]3[C:13]=2C=C[CH:10]=[CH:9]3)[CH2:5][CH2:4][O:3]1.[Cl-].[S:20]1C2C(=NN3CCOC(C[NH2+]C)C3=2)C=C1. (6) Given the product [F:8][C:6]1[CH:5]=[CH:4][C:3]([O:9][CH2:10][C:11]2[CH:16]=[C:15]([CH3:17])[CH:14]=[CH:13][N:12]=2)=[C:2]([C:26]2[CH:35]=[C:34]3[C:29]([CH2:30][CH2:31][N:32]([C:36]([O:38][C:39]([CH3:42])([CH3:41])[CH3:40])=[O:37])[CH2:33]3)=[CH:28][CH:27]=2)[CH:7]=1, predict the reactants needed to synthesize it. The reactants are: Br[C:2]1[CH:7]=[C:6]([F:8])[CH:5]=[CH:4][C:3]=1[O:9][CH2:10][C:11]1[CH:16]=[C:15]([CH3:17])[CH:14]=[CH:13][N:12]=1.CC1(C)C(C)(C)OB([C:26]2[CH:35]=[C:34]3[C:29]([CH2:30][CH2:31][N:32]([C:36]([O:38][C:39]([CH3:42])([CH3:41])[CH3:40])=[O:37])[CH2:33]3)=[CH:28][CH:27]=2)O1.C(=O)([O-])[O-].[Cs+].[Cs+].O.